From a dataset of Cav3 T-type calcium channel HTS with 100,875 compounds. Binary Classification. Given a drug SMILES string, predict its activity (active/inactive) in a high-throughput screening assay against a specified biological target. (1) The drug is O1C(OCC)C(C(C=C1C(=O)NC1CC1)c1ccc(cc1)C#C)CCCO. The result is 0 (inactive). (2) The molecule is S(=O)(=O)(NC1CCCC1)c1ccc(S(=O)(=O)NCCc2cc(ccc2)C)cc1. The result is 0 (inactive). (3) The compound is S(=O)(=O)(N1CCCC1)c1cc(C(=O)NCC(N2CCOCC2)c2ccc(F)cc2)ccc1OC. The result is 0 (inactive). (4) The compound is O=C(N1CCN(CC1)c1nc(N2CCN(CC2)C(=O)C(n2nnc(c2)C(N)CO)CCC(O)=O)nc(n1)NCCOCCOCCOCC#C)C(n1nnc(C(N)C(CC)C)c1)Cc1ccc(O)cc1. The result is 0 (inactive). (5) The result is 0 (inactive). The drug is Brc1ccc(C2CC(OC(=C2)C(=O)N2CCOCC2)OCCCCO)cc1. (6) The molecule is O=C1CC(CC=2NC(=C(C(C12)c1cc(OC)c(O)cc1)C#N)C)(C)C. The result is 0 (inactive). (7) The drug is Brc1ccc(C(=O)COC(=O)CCC(=O)Nc2c3ncccc3ccc2)cc1. The result is 0 (inactive). (8) The drug is Clc1cc2Sc3c(C(N4CCN(CC4)C)=Cc2cc1)cc(F)cc3. The result is 0 (inactive). (9) The molecule is Clc1cc(NS(=O)(=O)c2cc(oc2)C(=O)N)c(OC)cc1OC. The result is 0 (inactive).